From a dataset of Forward reaction prediction with 1.9M reactions from USPTO patents (1976-2016). Predict the product of the given reaction. Given the reactants [CH:1]1([NH:8][CH2:9][CH2:10]O)[CH2:7][CH2:6][CH2:5][CH2:4][CH2:3][CH2:2]1.O=S(Cl)[Cl:14], predict the reaction product. The product is: [Cl-:14].[CH:1]1([NH2+:8][CH2:9][CH2:10][Cl:14])[CH2:7][CH2:6][CH2:5][CH2:4][CH2:3][CH2:2]1.